Dataset: Full USPTO retrosynthesis dataset with 1.9M reactions from patents (1976-2016). Task: Predict the reactants needed to synthesize the given product. (1) The reactants are: [CH2:1]([N:3]([CH2:21][C:22]1[CH:27]=[CH:26][C:25]([CH:28]=O)=[CH:24][CH:23]=1)[C@@H:4]1[CH2:8][CH2:7][N:6]([C:9]2[C:14]([C:15]([O:17][CH:18]([CH3:20])[CH3:19])=[O:16])=[CH:13][CH:12]=[CH:11][N:10]=2)[CH2:5]1)[CH3:2].[CH2:30]([NH2:32])[CH3:31].C1COCC1.C(O)(=O)C.C([BH3-])#N.[Na+]. Given the product [CH2:1]([N:3]([CH2:21][C:22]1[CH:23]=[CH:24][C:25]([CH2:28][NH:32][CH2:30][CH3:31])=[CH:26][CH:27]=1)[C@@H:4]1[CH2:8][CH2:7][N:6]([C:9]2[C:14]([C:15]([O:17][CH:18]([CH3:19])[CH3:20])=[O:16])=[CH:13][CH:12]=[CH:11][N:10]=2)[CH2:5]1)[CH3:2], predict the reactants needed to synthesize it. (2) Given the product [NH2:32][C:31]1[S:30][C:3]2[CH:4]=[C:5]([O:6][C:7]3[CH:8]=[C:9]([NH:14][C:15](=[O:27])[C:16]4[CH:21]=[CH:20][CH:19]=[C:18]([C:22]([C:25]#[N:26])([CH3:24])[CH3:23])[CH:17]=4)[CH:10]=[CH:11][C:12]=3[CH3:13])[CH:28]=[CH:29][C:2]=2[N:1]=1, predict the reactants needed to synthesize it. The reactants are: [NH2:1][C:2]1[CH:29]=[CH:28][C:5]([O:6][C:7]2[CH:8]=[C:9]([NH:14][C:15](=[O:27])[C:16]3[CH:21]=[CH:20][CH:19]=[C:18]([C:22]([C:25]#[N:26])([CH3:24])[CH3:23])[CH:17]=3)[CH:10]=[CH:11][C:12]=2[CH3:13])=[CH:4][CH:3]=1.[S-:30][C:31]#[N:32].[K+].BrBr. (3) Given the product [CH3:1][C:2]1[CH:7]=[CH:6][C:5]([C:8]2[O:9][C:10]([CH3:13])=[N:11][N:12]=2)=[CH:4][C:3]=1[C:14]1[CH:19]=[CH:18][C:17]([C:20]([NH:52][CH:48]2[CH2:49][CH2:50][CH2:51][CH:46]([CH3:45])[CH2:47]2)=[O:21])=[CH:16][CH:15]=1, predict the reactants needed to synthesize it. The reactants are: [CH3:1][C:2]1[CH:7]=[CH:6][C:5]([C:8]2[O:9][C:10]([CH3:13])=[N:11][N:12]=2)=[CH:4][C:3]=1[C:14]1[CH:19]=[CH:18][C:17]([C:20](O)=[O:21])=[CH:16][CH:15]=1.C1C=CC2N(O)N=NC=2C=1.Cl.CN(C)CCCN=C=NCC.[CH3:45][CH:46]1[CH2:51][CH2:50][CH2:49][CH:48]([NH2:52])[CH2:47]1.